Task: Predict the reaction yield, written as a fraction of the theoretical maximum amount of product (1.0 means a 100% yield; for example, 0.34 means a 34% yield).. Dataset: Buchwald-Hartwig C-N cross coupling reaction yields with 55,370 reactions The reactants are FC(F)(F)c1ccc(Cl)cc1.Cc1ccc(N)cc1.O=S(=O)(O[Pd]1c2ccccc2-c2ccccc2N~1)C(F)(F)F.CC(C)c1cc(C(C)C)c(-c2ccccc2P(C2CCCCC2)C2CCCCC2)c(C(C)C)c1.CN1CCCN2CCCN=C12.c1ccc(-c2ccon2)cc1. No catalyst specified. The product is Cc1ccc(Nc2ccc(C(F)(F)F)cc2)cc1. The yield is 0.265.